This data is from Full USPTO retrosynthesis dataset with 1.9M reactions from patents (1976-2016). The task is: Predict the reactants needed to synthesize the given product. (1) Given the product [CH2:26]([N:28]([CH2:35][CH3:36])[CH2:29][CH2:30][CH2:31][NH:32][C:33]1[O:22][C:21]([C:20]2[C:5]3[C:6](=[N:7][C:8]([C:9]4[CH:14]=[CH:13][C:12]([O:15][CH3:16])=[CH:11][C:10]=4[F:17])=[C:3]([C:1]#[N:2])[C:4]=3[CH3:25])[NH:18][N:19]=2)=[N:23][N:24]=1)[CH3:27], predict the reactants needed to synthesize it. The reactants are: [C:1]([C:3]1[C:4]([CH3:25])=[C:5]2[C:20]([C:21]([NH:23][NH2:24])=[O:22])=[N:19][NH:18][C:6]2=[N:7][C:8]=1[C:9]1[CH:14]=[CH:13][C:12]([O:15][CH3:16])=[CH:11][C:10]=1[F:17])#[N:2].[CH2:26]([N:28]([CH2:35][CH3:36])[CH2:29][CH2:30][CH2:31][N:32]=[C:33]=S)[CH3:27].Cl.C(N=C=NCCCN(C)C)C.O. (2) The reactants are: [C:1]([O:5][C:6]([N:8]1[CH2:13][CH2:12][N:11]2[C:14]([CH2:17][CH3:18])=[N:15][CH:16]=[C:10]2[CH:9]1[CH2:19][CH2:20][C:21]1[CH:26]=[C:25]([F:27])[C:24]([O:28][CH3:29])=[C:23]([F:30])[CH:22]=1)=[O:7])([CH3:4])([CH3:3])[CH3:2].C(Cl)[Cl:32].CO. Given the product [C:1]([O:5][C:6]([N:8]1[CH2:13][CH2:12][N:11]2[C:14]([CH2:17][CH3:18])=[N:15][C:16]([Cl:32])=[C:10]2[CH:9]1[CH2:19][CH2:20][C:21]1[CH:22]=[C:23]([F:30])[C:24]([O:28][CH3:29])=[C:25]([F:27])[CH:26]=1)=[O:7])([CH3:4])([CH3:2])[CH3:3], predict the reactants needed to synthesize it. (3) Given the product [F:18][C:19]1[C:28]([C:2]2[C:11]3[C:6](=[CH:7][C:8]([N:12]4[CH2:17][CH2:16][O:15][CH2:14][CH2:13]4)=[CH:9][CH:10]=3)[N:5]=[CH:4][N:3]=2)=[CH:27][C:22]([C:23]([O:25][CH3:26])=[O:24])=[C:21]([CH3:38])[CH:20]=1, predict the reactants needed to synthesize it. The reactants are: Cl[C:2]1[C:11]2[C:6](=[CH:7][C:8]([N:12]3[CH2:17][CH2:16][O:15][CH2:14][CH2:13]3)=[CH:9][CH:10]=2)[N:5]=[CH:4][N:3]=1.[F:18][C:19]1[C:28](B2OC(C)(C)C(C)(C)O2)=[CH:27][C:22]([C:23]([O:25][CH3:26])=[O:24])=[C:21]([CH3:38])[CH:20]=1. (4) The reactants are: [Br:1][C:2]1[CH:7]=[C:6]([Br:8])[CH:5]=[C:4]([Br:9])[C:3]=1[OH:10].Cl[CH2:12][C:13]([CH3:15])=[O:14].C(=O)([O-])[O-].[K+].[K+].CN(C=O)C. Given the product [Br:1][C:2]1[CH:7]=[C:6]([Br:8])[CH:5]=[C:4]([Br:9])[C:3]=1[O:10][CH2:12][C:13](=[O:14])[CH3:15], predict the reactants needed to synthesize it. (5) Given the product [CH3:1][C:2]1([CH3:9])[CH2:3][S:4][CH2:5][CH2:6][N:7]1[C:21]([O:23][C:24]([CH3:27])([CH3:26])[CH3:25])=[O:22], predict the reactants needed to synthesize it. The reactants are: [CH3:1][C:2]1([CH3:9])[NH:7][C:6](=O)[CH2:5][S:4][CH2:3]1.B.CSC.C(O)(C(F)(F)F)=O.[C:21](O[C:21]([O:23][C:24]([CH3:27])([CH3:26])[CH3:25])=[O:22])([O:23][C:24]([CH3:27])([CH3:26])[CH3:25])=[O:22].